Dataset: Forward reaction prediction with 1.9M reactions from USPTO patents (1976-2016). Task: Predict the product of the given reaction. (1) Given the reactants C[O:2][C:3]1[CH:10]=[C:9]([N+:11]([O-:13])=[O:12])[CH:8]=[CH:7][C:4]=1[CH:5]=[O:6], predict the reaction product. The product is: [OH:2][C:3]1[CH:10]=[C:9]([N+:11]([O-:13])=[O:12])[CH:8]=[CH:7][C:4]=1[CH:5]=[O:6]. (2) Given the reactants [CH3:1][O:2][C:3](=[O:15])[C:4]1[CH:9]=[C:8]([O:10][CH:11]([CH3:13])[CH3:12])[CH:7]=[C:6]([OH:14])[CH:5]=1.C1(P(C2C=CC=CC=2)C2C=CC=CC=2)C=CC=CC=1.[S:35]1[CH:39]=[CH:38][C:37]([CH2:40][CH2:41]O)=[CH:36]1.CC(OC(/N=N/C(OC(C)C)=O)=O)C, predict the reaction product. The product is: [CH3:1][O:2][C:3](=[O:15])[C:4]1[CH:5]=[C:6]([O:14][CH2:41][CH2:40][C:37]2[CH:38]=[CH:39][S:35][CH:36]=2)[CH:7]=[C:8]([O:10][CH:11]([CH3:13])[CH3:12])[CH:9]=1. (3) Given the reactants Br[C:2]1[N:7]=[C:6]([CH3:8])[C:5]([N:9]2[Si](C)(C)CC[Si]2(C)C)=[CH:4][CH:3]=1.[Li]CCCC.[CH3:23][C:24]([CH3:26])=[O:25], predict the reaction product. The product is: [NH2:9][C:5]1[CH:4]=[CH:3][C:2]([C:24]([OH:25])([CH3:26])[CH3:23])=[N:7][C:6]=1[CH3:8]. (4) Given the reactants [CH:1]([O:4][C:5]1[CH:6]=[C:7]([CH2:11][C:12]([O:14]C(C)C)=[O:13])[CH:8]=[CH:9][CH:10]=1)([CH3:3])[CH3:2].O.[OH-].[Li+], predict the reaction product. The product is: [CH:1]([O:4][C:5]1[CH:6]=[C:7]([CH2:11][C:12]([OH:14])=[O:13])[CH:8]=[CH:9][CH:10]=1)([CH3:3])[CH3:2].